From a dataset of Retrosynthesis with 50K atom-mapped reactions and 10 reaction types from USPTO. Predict the reactants needed to synthesize the given product. (1) The reactants are: CCOC(=O)Cl.Cn1nc(N)c2ccc(OCc3ccccc3)cc21. Given the product CCOC(=O)Nc1nn(C)c2cc(OCc3ccccc3)ccc12, predict the reactants needed to synthesize it. (2) The reactants are: CO.Cc1ccc(I)c(C(=O)O)c1. Given the product COC(=O)c1cc(C)ccc1I, predict the reactants needed to synthesize it. (3) The reactants are: COc1cncc2nc(-c3ccnc(Cl)c3)nc(N3CC[C@H](O)[C@H](O)C3)c12.Nc1ccccc1. Given the product COc1cncc2nc(-c3ccnc(Nc4ccccc4)c3)nc(N3CC[C@H](O)[C@H](O)C3)c12, predict the reactants needed to synthesize it.